From a dataset of Full USPTO retrosynthesis dataset with 1.9M reactions from patents (1976-2016). Predict the reactants needed to synthesize the given product. (1) Given the product [Br:1][C:2]1[CH:7]=[CH:6][C:5]([O:8][C:17]2[CH:16]=[CH:15][N+:14]([O-:23])=[C:13]([CH3:12])[C:18]=2[CH3:19])=[CH:4][C:3]=1[F:9], predict the reactants needed to synthesize it. The reactants are: [Br:1][C:2]1[CH:7]=[CH:6][C:5]([OH:8])=[CH:4][C:3]=1[F:9].[H-].[Na+].[CH3:12][C:13]1[C:18]([CH3:19])=[C:17]([N+]([O-])=O)[CH:16]=[CH:15][N+:14]=1[O-:23]. (2) Given the product [C:25]([C:3]1[C:12]2[C:7](=[CH:8][CH:9]=[CH:10][CH:11]=2)[C:6]([C:13]([O:15][CH3:16])=[O:14])=[C:5]([CH2:32][NH2:34])[CH:4]=1)([O:27][C:28]([CH3:29])([CH3:30])[CH3:31])=[O:26], predict the reactants needed to synthesize it. The reactants are: NC[C:3]1[C:12]2[C:7](=[CH:8][CH:9]=[CH:10][CH:11]=2)[C:6]([C:13]([O:15][CH3:16])=[O:14])=[CH:5][CH:4]=1.[C:28]([O:27][C:25](O[C:25]([O:27][C:28]([CH3:31])([CH3:30])[CH3:29])=[O:26])=[O:26])([CH3:31])([CH3:30])[CH3:29].[CH2:32]([N:34](CC)CC)C. (3) The reactants are: CO[C:3]([C:5]1[N:6]=[C:7]([C:23]#[N:24])[C:8]2[C:13]([C:14]=1[OH:15])=[CH:12][CH:11]=[C:10]([O:16][C:17]1[CH:22]=[CH:21][CH:20]=[CH:19][CH:18]=1)[CH:9]=2)=[O:4].[CH3:25][O-:26].[Na+].Cl.[OH2:29]. Given the product [C:23]([C:7]1[C:8]2[C:13](=[CH:12][CH:11]=[C:10]([O:16][C:17]3[CH:18]=[CH:19][CH:20]=[CH:21][CH:22]=3)[CH:9]=2)[C:14]([OH:15])=[C:5]([C:3]([NH:6][CH2:5][C@H:14]([CH3:13])[C:25]([OH:29])=[O:26])=[O:4])[N:6]=1)#[N:24], predict the reactants needed to synthesize it. (4) Given the product [C:12]([C:11]([C:2]1[CH:3]=[CH:4][C:5]2[C:10](=[CH:9][CH:8]=[CH:7][CH:6]=2)[CH:1]=1)([CH2:20][CH2:30][C:28]([O:27][CH3:26])=[O:29])[CH2:18][CH2:17][C:16]([O:15][CH3:14])=[O:19])#[N:13], predict the reactants needed to synthesize it. The reactants are: [CH:1]1[C:10]2[C:5](=[CH:6][CH:7]=[CH:8][CH:9]=2)[CH:4]=[CH:3][C:2]=1[CH2:11][C:12]#[N:13].[CH3:14][O:15][C:16](=[O:19])[CH:17]=[CH2:18].[CH2:20](O)CCC.C[CH2:26][O:27][C:28]([CH3:30])=[O:29].CCCCCCC.